Dataset: Forward reaction prediction with 1.9M reactions from USPTO patents (1976-2016). Task: Predict the product of the given reaction. Given the reactants Cl[C:2]1[N:7]=[CH:6][N:5]=[C:4]([NH2:8])[C:3]=1[C:9]1[CH:13]=[CH:12][O:11][N:10]=1.[NH2:14][C@H:15]([C:18]1[N:27]([CH:28]2[CH2:30][CH2:29]2)[C:26](=[O:31])[C:25]2[C:20](=[CH:21][CH:22]=[CH:23][C:24]=2[CH3:32])[N:19]=1)[CH2:16][CH3:17].C(N(CC)C(C)C)(C)C, predict the reaction product. The product is: [NH2:8][C:4]1[N:5]=[CH:6][N:7]=[C:2]([NH:14][C@H:15]([C:18]2[N:27]([CH:28]3[CH2:30][CH2:29]3)[C:26](=[O:31])[C:25]3[C:20](=[CH:21][CH:22]=[CH:23][C:24]=3[CH3:32])[N:19]=2)[CH2:16][CH3:17])[C:3]=1[C:9]1[CH:13]=[CH:12][O:11][N:10]=1.